Predict the reactants needed to synthesize the given product. From a dataset of Full USPTO retrosynthesis dataset with 1.9M reactions from patents (1976-2016). (1) Given the product [C:1]([O:5][C:6](=[O:7])[CH:8]=[CH:36][C:35]1[CH:38]=[CH:39][C:40]([O:41][C:42]([F:45])([F:43])[F:44])=[C:33]([C:29]2[C:30]([CH3:32])=[CH:31][C:26]3[O:25][C:24]([CH3:46])([CH3:47])[C:23](=[O:48])[N:22]([CH2:20][CH3:21])[C:27]=3[CH:28]=2)[CH:34]=1)([CH3:2])([CH3:3])[CH3:4], predict the reactants needed to synthesize it. The reactants are: [C:1]([O:5][C:6]([CH2:8]P(=O)(OC)OC)=[O:7])([CH3:4])([CH3:3])[CH3:2].C([Li])CCC.[CH2:20]([N:22]1[C:27]2[CH:28]=[C:29]([C:33]3[CH:34]=[C:35]([CH:38]=[CH:39][C:40]=3[O:41][C:42]([F:45])([F:44])[F:43])[CH:36]=O)[C:30]([CH3:32])=[CH:31][C:26]=2[O:25][C:24]([CH3:47])([CH3:46])[C:23]1=[O:48])[CH3:21]. (2) The reactants are: Cl[C:2]1[CH:27]=[CH:26][C:5]([C:6]([NH:8][C:9]2[CH:14]=[C:13]([CH2:15][NH:16][C@@H:17]([C:19]3[CH:24]=[CH:23][CH:22]=[CH:21][CH:20]=3)[CH3:18])[CH:12]=[CH:11][C:10]=2[Cl:25])=[O:7])=[CH:4][N:3]=1.[CH3:28][NH:29][CH3:30]. Given the product [Cl:25][C:10]1[CH:11]=[CH:12][C:13]([CH2:15][NH:16][C@@H:17]([C:19]2[CH:24]=[CH:23][CH:22]=[CH:21][CH:20]=2)[CH3:18])=[CH:14][C:9]=1[NH:8][C:6](=[O:7])[C:5]1[CH:26]=[CH:27][C:2]([N:29]([CH3:30])[CH3:28])=[N:3][CH:4]=1, predict the reactants needed to synthesize it. (3) Given the product [C:44]([O:43][C:41](=[O:42])[NH:40][C@H:14]([CH2:15][C:16]([NH:18][CH2:19][C@@H:20]([NH:32][C:33]([O:35][C:36]([CH3:39])([CH3:38])[CH3:37])=[O:34])[CH2:21][CH2:22][CH2:23][NH:24][C:25]([O:27][C:28]([CH3:29])([CH3:31])[CH3:30])=[O:26])=[O:17])[CH2:13][CH2:12][CH2:11][NH2:10])([CH3:45])([CH3:46])[CH3:47], predict the reactants needed to synthesize it. The reactants are: C(OC(=O)[NH:10][CH2:11][CH2:12][CH2:13][C@H:14]([NH:40][C:41]([O:43][C:44]([CH3:47])([CH3:46])[CH3:45])=[O:42])[CH2:15][C:16]([NH:18][CH2:19][C@@H:20]([NH:32][C:33]([O:35][C:36]([CH3:39])([CH3:38])[CH3:37])=[O:34])[CH2:21][CH2:22][CH2:23][NH:24][C:25]([O:27][C:28]([CH3:31])([CH3:30])[CH3:29])=[O:26])=[O:17])C1C=CC=CC=1. (4) Given the product [O:20]=[C:12]([NH:13][C:14]1[CH:15]=[CH:16][CH:17]=[CH:18][CH:19]=1)[C@@H:11]([NH:10][C:9]([C@H:8]1[O:7][C@@H:6]1[C:4]([OH:5])=[O:3])=[O:27])[CH2:21][C:22]1[N:23]=[CH:24][S:25][CH:26]=1, predict the reactants needed to synthesize it. The reactants are: C([O:3][C:4]([C@@H:6]1[C@@H:8]([C:9](=[O:27])[NH:10][C@@H:11]([CH2:21][C:22]2[N:23]=[CH:24][S:25][CH:26]=2)[C:12](=[O:20])[NH:13][C:14]2[CH:19]=[CH:18][CH:17]=[CH:16][CH:15]=2)[O:7]1)=[O:5])C.[Li+].[OH-]. (5) Given the product [C:16]([C:20]1[CH:21]=[C:22]2[C:34]3=[C:35]4[C:25](=[C:56]([CH3:57])[CH:58]=[C:59]([C:2]5[C:3]6[C:8]([CH:9]=[C:10]7[C:15]=5[CH:14]=[CH:13][CH:12]=[CH:11]7)=[CH:7][CH:6]=[CH:5][CH:4]=6)[C:29]4=[CH:30][CH:31]=[C:32]3[CH:33]=1)[CH:24]=[CH:23]2)([CH3:19])([CH3:18])[CH3:17], predict the reactants needed to synthesize it. The reactants are: Br[C:2]1[C:3]2[C:8]([CH:9]=[C:10]3[C:15]=1[CH:14]=[CH:13][CH:12]=[CH:11]3)=[CH:7][CH:6]=[CH:5][CH:4]=2.[C:16]([C:20]1[CH:21]=[C:22]2[C:34]3=[C:35]4[C:25](=C(C)C=C(B5OC(C)(C)C(C)(C)O5)[C:29]4=[CH:30][CH:31]=[C:32]3[CH:33]=1)[CH:24]=[CH:23]2)([CH3:19])([CH3:18])[CH3:17].C(=O)([O-])[O-].[Na+].[Na+].C(O[CH2:56][CH3:57])(=O)C.[C:58]1(C)C=CC=C[CH:59]=1. (6) Given the product [O:22]1[C:30]2[CH:29]=[CH:28][N:27]=[C:26]([N:31]3[CH2:36][CH2:35][N:34]([CH2:37][CH2:38][C@H:39]4[CH2:44][CH2:43][C@H:42]([NH:45][C:3](=[O:12])[CH2:4][C@H:5]5[CH2:9][CH2:8][C@H:7]([O:10][CH3:11])[CH2:6]5)[CH2:41][CH2:40]4)[CH2:33][CH2:32]3)[C:25]=2[CH:24]=[CH:23]1, predict the reactants needed to synthesize it. The reactants are: CO[C:3](=[O:12])[CH2:4][C@H:5]1[CH2:9][CH2:8][C@H:7]([O:10][CH3:11])[CH2:6]1.O([Si](C)(C)C)[K].Cl.Cl.Cl.[O:22]1[C:30]2[CH:29]=[CH:28][N:27]=[C:26]([N:31]3[CH2:36][CH2:35][N:34]([CH2:37][CH2:38][C@H:39]4[CH2:44][CH2:43][C@H:42]([NH2:45])[CH2:41][CH2:40]4)[CH2:33][CH2:32]3)[C:25]=2[CH:24]=[CH:23]1.CCN(C(C)C)C(C)C.CN(C(ON1N=NC2C=CC=CC1=2)=[N+](C)C)C.[B-](F)(F)(F)F.C([O-])(O)=O.[Na+]. (7) Given the product [N:11]1([CH2:17][CH2:18][CH2:19][CH:20]=[O:21])[CH2:16][CH2:15][O:14][CH2:13][CH2:12]1, predict the reactants needed to synthesize it. The reactants are: CS(C)=O.C(Cl)(=O)C(Cl)=O.[N:11]1([CH2:17][CH2:18][CH2:19][CH2:20][OH:21])[CH2:16][CH2:15][O:14][CH2:13][CH2:12]1.C(N(CC)CC)C. (8) Given the product [Br:25][C:26]1[CH:31]=[CH:30][C:29]([O:11][CH2:12][C@@H:13]2[CH2:17][O:16][C:15](=[O:18])[NH:14]2)=[CH:28][CH:27]=1, predict the reactants needed to synthesize it. The reactants are: CC1C=CC(S([O:11][CH2:12][C@@H:13]2[CH2:17][O:16][C:15](=[O:18])[NH:14]2)(=O)=O)=CC=1.C(=O)([O-])[O-].[K+].[K+].[Br:25][C:26]1[CH:31]=[CH:30][C:29](O)=[CH:28][CH:27]=1. (9) The reactants are: [Br:1][C:2]1[C:3]([C:8]([NH:10][C:11]2[CH:12]=[N:13][CH:14]=[CH:15][C:16]=2[OH:17])=O)=[N:4][O:5][C:6]=1[CH3:7].[OH-].[Na+]. Given the product [Br:1][C:2]1[C:3]([C:8]2[O:17][C:16]3[CH:15]=[CH:14][N:13]=[CH:12][C:11]=3[N:10]=2)=[N:4][O:5][C:6]=1[CH3:7], predict the reactants needed to synthesize it. (10) The reactants are: CC[N:3](C(C)C)[CH:4]([CH3:6])[CH3:5].[C:10]([O:14][C:15](=[O:24])[NH:16][CH:17]1[CH2:22][CH2:21][CH:20]([NH2:23])[CH2:19][CH2:18]1)([CH3:13])([CH3:12])[CH3:11].[OH2:25].[CH3:26][N:27]1[C:31](=O)[CH2:30][CH2:29][CH2:28]1. Given the product [N:3]1[C:4]([C:6]([NH:23][C@@H:20]2[CH2:19][CH2:18][C@H:17]([NH:16][C:15](=[O:24])[O:14][C:10]([CH3:13])([CH3:11])[CH3:12])[CH2:22][CH2:21]2)=[O:25])=[CH:5][N:27]2[CH:26]=[CH:28][CH:29]=[CH:30][C:31]=12, predict the reactants needed to synthesize it.